Dataset: Reaction yield outcomes from USPTO patents with 853,638 reactions. Task: Predict the reaction yield, written as a fraction of the theoretical maximum amount of product (1.0 means a 100% yield; for example, 0.34 means a 34% yield). (1) The reactants are [CH3:1][C:2]1[CH:3]=[C:4]([CH2:10][C:11]([OH:13])=[O:12])[CH:5]=[CH:6][C:7]=1[O:8]C.B(Br)(Br)Br. The catalyst is C(Cl)Cl. The product is [OH:8][C:7]1[CH:6]=[CH:5][C:4]([CH2:10][C:11]([OH:13])=[O:12])=[CH:3][C:2]=1[CH3:1]. The yield is 0.750. (2) The reactants are [CH2:1]([C:3]([C:14]1[CH:19]=[CH:18][C:17](OS(C(F)(F)F)(=O)=O)=[C:16]([CH3:28])[CH:15]=1)([C:6]1[CH:11]=[CH:10][C:9]([OH:12])=[C:8]([CH3:13])[CH:7]=1)[CH2:4][CH3:5])[CH3:2].C([O-])(O)=O.[Na+].[Li+].[Br-].[CH:36]1C=CC(P(C2C=CC=CC=2)CCCP(C2C=CC=CC=2)C2C=CC=CC=2)=C[CH:41]=1.CO[C:67](=[O:70])[CH:68]=[CH2:69]. The catalyst is CN(C=O)C.Cl[Pd](Cl)([P](C1C=CC=CC=1)(C1C=CC=CC=1)C1C=CC=CC=1)[P](C1C=CC=CC=1)(C1C=CC=CC=1)C1C=CC=CC=1.C(OCC)(=O)C. The product is [CH2:4]([C:3]([C:14]1[CH:19]=[CH:18][C:17](/[CH:36]=[CH:41]/[C:67](=[O:70])[CH2:68][CH3:69])=[C:16]([CH3:28])[CH:15]=1)([C:6]1[CH:11]=[CH:10][C:9]([OH:12])=[C:8]([CH3:13])[CH:7]=1)[CH2:1][CH3:2])[CH3:5]. The yield is 0.390. (3) The reactants are [CH2:1](O)[CH2:2][CH2:3][CH2:4][CH2:5][CH2:6][CH2:7][CH2:8][CH2:9][CH2:10][OH:11].[BrH:13]. The catalyst is C1CCCCC1. The product is [Br:13][CH2:1][CH2:2][CH2:3][CH2:4][CH2:5][CH2:6][CH2:7][CH2:8][CH2:9][CH2:10][OH:11]. The yield is 0.890. (4) The reactants are [F:1][C:2]1[CH:7]=[CH:6][C:5]([C:8]([NH:10][C@@H:11]([CH2:15][S:16][CH2:17][CH2:18][OH:19])[C:12]([OH:14])=O)=[O:9])=[CH:4][CH:3]=1.CCOP(ON1N=NC2C=CC=CC=2C1=O)(OCC)=O.N1C=CN=C1.[NH:45]1[CH2:50][CH2:49][O:48][CH2:47][CH2:46]1. The catalyst is C1COCC1.CCOC(C)=O. The product is [F:1][C:2]1[CH:3]=[CH:4][C:5]([C:8]([NH:10][C@@H:11]([CH2:15][S:16][CH2:17][CH2:18][OH:19])[C:12]([N:45]2[CH2:50][CH2:49][O:48][CH2:47][CH2:46]2)=[O:14])=[O:9])=[CH:6][CH:7]=1. The yield is 0.600. (5) The reactants are [NH2:1][CH:2]1[CH2:7][CH2:6][N:5]([CH2:8][C:9]2([OH:23])[C:19]3=[C:20]4[C:15](=[CH:16][CH:17]=[C:18]3[F:21])[CH:14]=[CH:13][C:12](=[O:22])[N:11]4[CH2:10]2)[CH2:4][CH2:3]1.NC1CCN(CC2C3=C4C(=CC=C3F)C=CC(=O)N4C2)CC1.[N:46]1[C:51]2[O:52][CH2:53][CH2:54][CH2:55][C:50]=2[CH:49]=[C:48]([CH:56]=O)[N:47]=1.C(O[BH-](OC(=O)C)OC(=O)C)(=O)C.[Na+]. The catalyst is CO.C(Cl)(Cl)Cl. The product is [N:46]1[C:51]2[O:52][CH2:53][CH2:54][CH2:55][C:50]=2[CH:49]=[C:48]([CH2:56][NH:1][CH:2]2[CH2:3][CH2:4][N:5]([CH2:8][C:9]3([OH:23])[C:19]4=[C:20]5[C:15](=[CH:16][CH:17]=[C:18]4[F:21])[CH:14]=[CH:13][C:12](=[O:22])[N:11]5[CH2:10]3)[CH2:6][CH2:7]2)[N:47]=1. The yield is 0.550. (6) The reactants are [Cl:1][C:2]1[CH:7]=[CH:6][C:5]([C@H:8]2[CH2:13][CH2:12][N:11]([C:14]([O:16][C:17]([CH3:20])([CH3:19])[CH3:18])=[O:15])[CH2:10][C@H:9]2[C:21](OC)=[O:22])=[CH:4][CH:3]=1.CO.[BH4-].[Li+].[Cl-].[NH4+]. The product is [Cl:1][C:2]1[CH:3]=[CH:4][C:5]([C@H:8]2[CH2:13][CH2:12][N:11]([C:14]([O:16][C:17]([CH3:18])([CH3:19])[CH3:20])=[O:15])[CH2:10][C@H:9]2[CH2:21][OH:22])=[CH:6][CH:7]=1. The catalyst is O1CCCC1.C(OCC)(=O)C. The yield is 0.770.